This data is from Catalyst prediction with 721,799 reactions and 888 catalyst types from USPTO. The task is: Predict which catalyst facilitates the given reaction. (1) Reactant: [C:1]([N:4]([CH2:25][C@@H:26]1[O:30][C:29](=[O:31])[N:28]([C:32]2[CH:37]=[CH:36][C:35]([CH:38]3[CH2:43][CH2:42][S:41](=[O:45])(=[O:44])[CH2:40][CH2:39]3)=[C:34]([F:46])[CH:33]=2)[CH2:27]1)[C:5]([O:7][CH2:8][O:9][C:10](=[O:24])[C@@H:11]([NH:16]C(OC(C)(C)C)=O)[CH2:12][CH:13]([CH3:15])[CH3:14])=[O:6])(=[O:3])[CH3:2].C1(OC)C=CC=CC=1.C1COCC1.[ClH:60]. Product: [ClH:60].[C:1]([N:4]([CH2:25][C@@H:26]1[O:30][C:29](=[O:31])[N:28]([C:32]2[CH:37]=[CH:36][C:35]([CH:38]3[CH2:39][CH2:40][S:41](=[O:44])(=[O:45])[CH2:42][CH2:43]3)=[C:34]([F:46])[CH:33]=2)[CH2:27]1)[C:5]([O:7][CH2:8][O:9][C:10](=[O:24])[C@@H:11]([NH2:16])[CH2:12][CH:13]([CH3:14])[CH3:15])=[O:6])(=[O:3])[CH3:2]. The catalyst class is: 28. (2) Reactant: Cl.[NH2:2][OH:3].[CH:4]([C:6]1([CH2:12][C:13]([O:15][CH2:16][C:17]2[CH:22]=[CH:21][CH:20]=[CH:19][CH:18]=2)=[O:14])[CH2:11][CH2:10][CH2:9][CH2:8][CH2:7]1)=O.C(=O)([O-])[O-].[Na+].[Na+]. Product: [OH:3][N:2]=[CH:4][C:6]1([CH2:12][C:13]([O:15][CH2:16][C:17]2[CH:22]=[CH:21][CH:20]=[CH:19][CH:18]=2)=[O:14])[CH2:11][CH2:10][CH2:9][CH2:8][CH2:7]1. The catalyst class is: 97. (3) Reactant: FC(F)(F)C(O)=O.[NH2:8][C@@H:9]([CH2:13][C:14]1[CH:19]=[CH:18][C:17]([O:20][C:21]2[C:30]3[C:25](=[CH:26][CH:27]=[CH:28][CH:29]=3)[N:24]=[CH:23][CH:22]=2)=[CH:16][CH:15]=1)[C:10]([OH:12])=[O:11].Cl[C:32]1[C:41]([C:42]([OH:44])=[O:43])=[CH:40][C:39]2[C:34](=[CH:35][CH:36]=[C:37]([Cl:45])[CH:38]=2)[N:33]=1.C([O-])([O-])=O.[K+].[K+].Cl. Product: [N:24]1[C:25]2[C:30](=[CH:29][CH:28]=[CH:27][CH:26]=2)[C:21]([O:20][C:17]2[CH:18]=[CH:19][C:14]([CH2:13][C@H:9]([NH:8][C:32]3[C:41]([C:42]([OH:44])=[O:43])=[CH:40][C:39]4[C:34](=[CH:35][CH:36]=[C:37]([Cl:45])[CH:38]=4)[N:33]=3)[C:10]([OH:12])=[O:11])=[CH:15][CH:16]=2)=[CH:22][CH:23]=1. The catalyst class is: 58. (4) Reactant: C(O[C:4]([C:6]1([CH2:19][CH2:20]OC)[CH2:11][CH2:10][N:9](C(OC(C)(C)C)=O)[CH2:8][CH2:7]1)=[O:5])C.[Cl-].C[Al+]C.[CH2:27]([C:29]1[CH:34]=[CH:33][C:32]([NH2:35])=[CH:31][CH:30]=1)[CH3:28]. Product: [CH2:27]([C:29]1[CH:34]=[CH:33][C:32]([N:35]2[CH2:20][CH2:19][C:6]3([CH2:7][CH2:8][NH:9][CH2:10][CH2:11]3)[C:4]2=[O:5])=[CH:31][CH:30]=1)[CH3:28]. The catalyst class is: 81. (5) Reactant: [N:1]1([C:7]2[O:8][C:9]3[C:14]([C:15](=[O:17])[CH:16]=2)=[CH:13][CH:12]=[CH:11][C:10]=3OS(C(F)(F)F)(=O)=O)[CH2:6][CH2:5][O:4][CH2:3][CH2:2]1.[Cl:26][C:27]1[CH:32]=[C:31](B(O)O)[CH:30]=[CH:29][N:28]=1.C(=O)([O-])[O-].[K+].[K+]. Product: [Cl:26][C:27]1[CH:32]=[C:31]([C:10]2[CH:11]=[CH:12][CH:13]=[C:14]3[C:9]=2[O:8][C:7]([N:1]2[CH2:6][CH2:5][O:4][CH2:3][CH2:2]2)=[CH:16][C:15]3=[O:17])[CH:30]=[CH:29][N:28]=1. The catalyst class is: 77.